Dataset: Catalyst prediction with 721,799 reactions and 888 catalyst types from USPTO. Task: Predict which catalyst facilitates the given reaction. (1) Reactant: [CH:1]([N:4]1[CH2:9][CH2:8][CH:7]([O:10][C:11]2[CH:12]=[C:13]3[C:18](=[CH:19][CH:20]=2)[N:17]=[C:16]([C:21]([OH:23])=O)[CH:15]=[CH:14]3)[CH2:6][CH2:5]1)([CH3:3])[CH3:2].Cl.C(N1C=CN=C1)(N1C=CN=C1)=O.CO[CH:39]1[CH2:44][CH2:43][NH:42][CH2:41]C1. Product: [N:42]1([C:21]([C:16]2[CH:15]=[CH:14][C:13]3[C:18](=[CH:19][CH:20]=[C:11]([O:10][CH:7]4[CH2:8][CH2:9][N:4]([CH:1]([CH3:3])[CH3:2])[CH2:5][CH2:6]4)[CH:12]=3)[N:17]=2)=[O:23])[CH2:41][CH:39]=[CH:44][CH2:43]1. The catalyst class is: 121. (2) Reactant: C([CH:8]([OH:36])[CH2:9][CH2:10][CH2:11][CH2:12][CH2:13][CH2:14][CH2:15][CH2:16][CH:17]=[CH:18][CH2:19][CH2:20][CH2:21][CH2:22][CH2:23][CH2:24][CH2:25][CH2:26][CH2:27][CH2:28][CH2:29][CH2:30][CH2:31][CH2:32][CH2:33][CH2:34][CH3:35])C1C=CC=CC=1. Product: [CH2:8]([OH:36])[CH2:9][CH2:10][CH2:11][CH2:12][CH2:13][CH2:14][CH2:15][CH2:16][CH2:17][CH2:18][CH2:19][CH2:20][CH2:21][CH2:22][CH2:23][CH2:24][CH2:25][CH2:26][CH2:27][CH2:28][CH2:29][CH2:30][CH2:31][CH2:32][CH2:33][CH2:34][CH3:35]. The catalyst class is: 123. (3) Reactant: [CH3:1][S:2][C:3]1[C:4]2[N:5]([CH:15]=[CH:16][N:17]=2)[CH:6]=[C:7]([C:9]2[CH:14]=[CH:13][CH:12]=[CH:11][CH:10]=2)[N:8]=1.C1C(=O)N([I:25])C(=O)C1.O. Product: [I:25][C:15]1[N:5]2[CH:6]=[C:7]([C:9]3[CH:14]=[CH:13][CH:12]=[CH:11][CH:10]=3)[N:8]=[C:3]([S:2][CH3:1])[C:4]2=[N:17][CH:16]=1. The catalyst class is: 3. (4) Reactant: [F:1][C:2]1[CH:7]=[CH:6][C:5]([C:8](=[N:18][OH:19])[CH:9]([CH3:17])[C:10](=O)[C:11]([O:13][CH2:14][CH3:15])=[O:12])=[CH:4][CH:3]=1.S(=O)(=O)(O)O.C(=O)(O)[O-].[Na+]. Product: [F:1][C:2]1[CH:3]=[CH:4][C:5]([C:8]2[C:9]([CH3:17])=[C:10]([C:11]([O:13][CH2:14][CH3:15])=[O:12])[O:19][N:18]=2)=[CH:6][CH:7]=1. The catalyst class is: 8. (5) Reactant: FC(F)(F)C(O)=O.[CH3:8][S:9]([C:12]1[CH:13]=[C:14]2[C:18](=[CH:19][CH:20]=1)[N:17]([C:21]1[N:26]=[CH:25][N:24]=[C:23]([O:27][CH:28]3[CH2:33][CH2:32][N:31]([C:34]([O:36][C:37](C)([CH3:39])[CH3:38])=[O:35])[CH2:30][CH2:29]3)[CH:22]=1)[CH2:16][CH2:15]2)(=[O:11])=[O:10].ClC(OC(C)C)=O.C(N(CC)CC)C. Product: [CH3:8][S:9]([C:12]1[CH:13]=[C:14]2[C:18](=[CH:19][CH:20]=1)[N:17]([C:21]1[N:26]=[CH:25][N:24]=[C:23]([O:27][CH:28]3[CH2:29][CH2:30][N:31]([C:34]([O:36][CH:37]([CH3:39])[CH3:38])=[O:35])[CH2:32][CH2:33]3)[CH:22]=1)[CH2:16][CH2:15]2)(=[O:11])=[O:10]. The catalyst class is: 229. (6) Reactant: [Cl:1][C:2]1[CH:7]=[C:6]([O:8][CH2:9][CH2:10][CH2:11][OH:12])[C:5]([S:13]([N:16]2[CH2:22][CH2:21][CH2:20][CH2:19][C:18]3[CH:23]=[CH:24][CH:25]=[CH:26][C:17]2=3)(=[O:15])=[O:14])=[CH:4][C:3]=1[C:27]1[C:28]([CH3:35])=[CH:29][C:30]([C:33]#[N:34])=[N:31][CH:32]=1.C(#N)C.[OH2:39].CO. Product: [Cl:1][C:2]1[C:3]([C:27]2[CH:32]=[N:31][C:30]([C:33]#[N:34])=[CH:29][C:28]=2[CH3:35])=[CH:4][C:5]([S:13]([N:16]2[CH2:22][CH2:21][CH2:20][CH2:19][C:18]3[CH:23]=[CH:24][CH:25]=[CH:26][C:17]2=3)(=[O:15])=[O:14])=[C:6]([CH:7]=1)[O:8][CH2:9][CH2:10][C:11]([OH:39])=[O:12]. The catalyst class is: 2. (7) Reactant: [C:1]([O:5][C:6]([N:8]1[CH2:13][CH2:12][N:11]([C:14]2[CH:15]=[C:16]3[C:20](=[CH:21][CH:22]=2)[N:19]([Si](C(C)C)(C(C)C)C(C)C)[CH:18]=[CH:17]3)[CH2:10][CH2:9]1)=[O:7])([CH3:4])([CH3:3])[CH3:2].[F-].C([N+](CCCC)(CCCC)CCCC)CCC. Product: [NH:19]1[C:20]2[C:16](=[CH:15][C:14]([N:11]3[CH2:10][CH2:9][N:8]([C:6]([O:5][C:1]([CH3:4])([CH3:3])[CH3:2])=[O:7])[CH2:13][CH2:12]3)=[CH:22][CH:21]=2)[CH:17]=[CH:18]1. The catalyst class is: 1. (8) Reactant: [Br:1][C:2]1[CH:11]=[CH:10][C:5]2[O:6][CH2:7][CH2:8][NH:9][C:4]=2[CH:3]=1.N1C=CC=CC=1.[F:18][C:19]1[CH:24]=[CH:23][C:22]([S:25](Cl)(=[O:27])=[O:26])=[CH:21][CH:20]=1. Product: [Br:1][C:2]1[CH:11]=[CH:10][C:5]2[O:6][CH2:7][CH2:8][N:9]([S:25]([C:22]3[CH:23]=[CH:24][C:19]([F:18])=[CH:20][CH:21]=3)(=[O:27])=[O:26])[C:4]=2[CH:3]=1. The catalyst class is: 96. (9) Reactant: [Br:1][C:2]1[CH:3]=[C:4]([CH:12]=[CH:13][CH:14]=1)[CH2:5][C@H:6]1[O:11][CH2:10][CH2:9][NH:8][CH2:7]1.[C:15](O[C:15]([O:17][C:18]([CH3:21])([CH3:20])[CH3:19])=[O:16])([O:17][C:18]([CH3:21])([CH3:20])[CH3:19])=[O:16]. Product: [C:18]([O:17][C:15]([N:8]1[CH2:9][CH2:10][O:11][C@H:6]([CH2:5][C:4]2[CH:12]=[CH:13][CH:14]=[C:2]([Br:1])[CH:3]=2)[CH2:7]1)=[O:16])([CH3:21])([CH3:20])[CH3:19]. The catalyst class is: 112. (10) Reactant: C[O:2][C:3](=[O:14])[C:4]1[CH:9]=[CH:8][CH:7]=[C:6]([N+:10]([O-:12])=[O:11])[C:5]=1[NH2:13].[OH-].[Na+:16].CCO. Product: [Na+:16].[NH2:13][C:5]1[C:6]([N+:10]([O-:12])=[O:11])=[CH:7][CH:8]=[CH:9][C:4]=1[C:3]([O-:14])=[O:2]. The catalyst class is: 6.